From a dataset of Forward reaction prediction with 1.9M reactions from USPTO patents (1976-2016). Predict the product of the given reaction. (1) The product is: [C:1]([NH:4][C:5]1[S:6][C:7]([Br:20])=[CH:8][C:9]=1[C:10]([NH2:12])=[O:11])(=[O:3])[CH3:2]. Given the reactants [C:1]([NH:4][C:5]1[S:6][CH:7]=[CH:8][C:9]=1[C:10]([NH2:12])=[O:11])(=[O:3])[CH3:2].C1C(=O)N([Br:20])C(=O)C1, predict the reaction product. (2) Given the reactants N[C:2]1[CH:9]=[C:8]([C:10]([F:13])([F:12])[F:11])[C:7]([O:14][CH2:15][C:16]([F:19])([F:18])[F:17])=[CH:6][C:3]=1[C:4]#[N:5].N(OCCC(C)C)=O, predict the reaction product. The product is: [F:17][C:16]([F:18])([F:19])[CH2:15][O:14][C:7]1[CH:6]=[C:3]([CH:2]=[CH:9][C:8]=1[C:10]([F:13])([F:11])[F:12])[C:4]#[N:5]. (3) Given the reactants [Br:1][C:2]1[CH:10]=[CH:9][CH:8]=[C:7]([CH3:11])[C:3]=1[C:4]([OH:6])=[O:5].[Si](C=[N+]=[N-])(C)(C)[CH3:13], predict the reaction product. The product is: [CH3:13][O:5][C:4](=[O:6])[C:3]1[C:7]([CH3:11])=[CH:8][CH:9]=[CH:10][C:2]=1[Br:1].